This data is from Catalyst prediction with 721,799 reactions and 888 catalyst types from USPTO. The task is: Predict which catalyst facilitates the given reaction. (1) Reactant: [Cl:1][C:2]1[CH:10]=[C:9]([C:11]#[C:12][CH2:13][CH2:14][O:15][CH3:16])[C:5]2[O:6][CH2:7][O:8][C:4]=2[C:3]=1[NH:17][C:18]1[C:27]2[C:22](=[CH:23][C:24]([O:30][CH2:31][CH2:32][CH2:33]Cl)=[C:25]([O:28][CH3:29])[CH:26]=2)[N:21]=[CH:20][N:19]=1.[CH3:35][O:36][CH2:37][CH2:38][NH:39][CH2:40][CH2:41][O:42][CH3:43]. Product: [CH3:35][O:36][CH2:37][CH2:38][N:39]([CH2:40][CH2:41][O:42][CH3:43])[CH2:33][CH2:32][CH2:31][O:30][C:24]1[CH:23]=[C:22]2[C:27]([C:18]([NH:17][C:3]3[C:4]4[O:8][CH2:7][O:6][C:5]=4[C:9]([C:11]#[C:12][CH2:13][CH2:14][O:15][CH3:16])=[CH:10][C:2]=3[Cl:1])=[N:19][CH:20]=[N:21]2)=[CH:26][C:25]=1[O:28][CH3:29]. The catalyst class is: 141. (2) Product: [CH:1]1([N:4]([CH:8]2[CH2:9][CH2:14][O:22][CH2:21][CH2:20]2)[C:5]([Cl:7])=[O:6])[CH2:2][CH2:3]1. Reactant: [CH:1]1([N:4]([CH2:8][CH:9]2[CH2:14]CCCO2)[C:5]([Cl:7])=[O:6])[CH2:3][CH2:2]1.C1(NC2CC[O:22][CH2:21][CH2:20]2)CC1. The catalyst class is: 61. (3) Reactant: [NH2:1][C:2]1[N:7]=[C:6]([C:8]2[C:16]3[C:11](=[N:12][C:13]([Br:19])=[CH:14][C:15]=3[O:17][CH3:18])[N:10](COCC)[CH:9]=2)[CH:5]=[CH:4][N:3]=1.Cl.C([O-])(O)=O.[Na+]. Product: [NH2:1][C:2]1[N:7]=[C:6]([C:8]2[C:16]3[C:11](=[N:12][C:13]([Br:19])=[CH:14][C:15]=3[O:17][CH3:18])[NH:10][CH:9]=2)[CH:5]=[CH:4][N:3]=1. The catalyst class is: 12. (4) Reactant: Cl[C:2]1[CH:7]=[C:6]([O:8][C:9]2[CH:14]=[CH:13][C:12]([NH2:15])=[C:11]([F:16])[CH:10]=2)[CH:5]=[CH:4][N:3]=1.C(=O)([O-])[O-].[Cs+].[Cs+].CC1(C)C(C)(C)OB([C:31]2[O:35][CH:34]=[N:33][CH:32]=2)O1. Product: [F:16][C:11]1[CH:10]=[C:9]([O:8][C:6]2[CH:5]=[CH:4][N:3]=[C:2]([C:31]3[O:35][CH:34]=[N:33][CH:32]=3)[CH:7]=2)[CH:14]=[CH:13][C:12]=1[NH2:15]. The catalyst class is: 455. (5) Reactant: [CH3:1][C:2]1[CH:3]=[CH:4][C:5]([C:8]2[CH:13]=[CH:12][C:11](/[CH:14]=[CH:15]/[C:16]([O:18][CH2:19][CH3:20])=[O:17])=[CH:10][CH:9]=2)=[N:6][CH:7]=1.[H][H]. Product: [CH3:1][C:2]1[CH:3]=[CH:4][C:5]([C:8]2[CH:13]=[CH:12][C:11]([CH2:14][CH2:15][C:16]([O:18][CH2:19][CH3:20])=[O:17])=[CH:10][CH:9]=2)=[N:6][CH:7]=1. The catalyst class is: 304. (6) Reactant: [H-].[Al+3].[Li+].[H-].[H-].[H-].[F:7][C:8]1([F:19])[CH2:13][CH2:12][CH:11]([C:14](OCC)=[O:15])[CH2:10][CH2:9]1. Product: [F:7][C:8]1([F:19])[CH2:13][CH2:12][CH:11]([CH2:14][OH:15])[CH2:10][CH2:9]1. The catalyst class is: 27. (7) Reactant: Cl[C:2]1[CH:3]=[C:4]([CH:8]=[C:9]([Cl:11])[N:10]=1)[C:5]([OH:7])=[O:6].[NH:12]1[CH2:17][CH2:16][O:15][CH2:14][CH2:13]1.CCN(C(C)C)C(C)C. Product: [Cl:11][C:9]1[CH:8]=[C:4]([CH:3]=[C:2]([N:12]2[CH2:17][CH2:16][O:15][CH2:14][CH2:13]2)[N:10]=1)[C:5]([OH:7])=[O:6]. The catalyst class is: 80. (8) Reactant: C(#N)C.C(O[C:9]([N:11]1[CH2:16][CH2:15][NH:14][CH2:13][CH2:12]1)=[O:10])(C)(C)C.[CH3:17][N:18]([C:22]1[CH:27]=[CH:26][CH:25]=[CH:24][CH:23]=1)C([Cl:21])=O.Cl. Product: [CH3:17][N:18]([C:22]1[CH:27]=[CH:26][CH:25]=[CH:24][CH:23]=1)[C:9]([N:11]1[CH2:12][CH2:13][NH:14][CH2:15][CH2:16]1)=[O:10].[ClH:21]. The catalyst class is: 66. (9) Reactant: [NH2:1][C:2]1[N:11]=[C:10]([N:12]2[CH2:20][C@@H:19]3[C@@H:14]([N:15](C(OC(C)(C)C)=O)[CH2:16][CH2:17][CH2:18]3)[CH2:13]2)[C:9]2[CH2:8][CH2:7][CH:6]([C:28]3[CH:33]=[CH:32][C:31]([F:34])=[CH:30][CH:29]=3)[CH2:5][C:4]=2[N:3]=1.[F:35][C:36]([F:41])([F:40])[C:37]([OH:39])=[O:38]. Product: [F:35][C:36]([F:41])([F:40])[C:37]([OH:39])=[O:38].[F:34][C:31]1[CH:32]=[CH:33][C:28]([CH:6]2[CH2:5][C:4]3[N:3]=[C:2]([NH2:1])[N:11]=[C:10]([N:12]4[CH2:20][C@@H:19]5[C@@H:14]([NH:15][CH2:16][CH2:17][CH2:18]5)[CH2:13]4)[C:9]=3[CH2:8][CH2:7]2)=[CH:29][CH:30]=1. The catalyst class is: 2.